From a dataset of Catalyst prediction with 721,799 reactions and 888 catalyst types from USPTO. Predict which catalyst facilitates the given reaction. (1) Reactant: Cl.[Br:2][C:3]1[CH:4]=[C:5]([C@@H:9]2[CH2:11][C@H:10]2[CH2:12][NH2:13])[CH:6]=[CH:7][CH:8]=1.[CH3:14][C:15]([O:18][C:19](O[C:19]([O:18][C:15]([CH3:17])([CH3:16])[CH3:14])=[O:20])=[O:20])([CH3:17])[CH3:16].[OH-].[Na+]. Product: [C:15]([O:18][C:19](=[O:20])[NH:13][CH2:12][C@@H:10]1[CH2:11][C@H:9]1[C:5]1[CH:6]=[CH:7][CH:8]=[C:3]([Br:2])[CH:4]=1)([CH3:17])([CH3:16])[CH3:14]. The catalyst class is: 28. (2) Reactant: [Cl:1][C:2]1[CH:3]=[C:4]([O:13][CH3:14])[C:5]([O:11][CH3:12])=[C:6]([CH:8]([OH:10])[CH3:9])[CH:7]=1.CC(C)=O.OS(O)(=O)=O.O=[Cr](=O)=O. Product: [Cl:1][C:2]1[CH:3]=[C:4]([O:13][CH3:14])[C:5]([O:11][CH3:12])=[C:6]([C:8](=[O:10])[CH3:9])[CH:7]=1. The catalyst class is: 21.